Dataset: Full USPTO retrosynthesis dataset with 1.9M reactions from patents (1976-2016). Task: Predict the reactants needed to synthesize the given product. (1) The reactants are: [Br:1][C:2]1[CH:10]=[CH:9][C:8]2[NH:7][N:6]=[CH:5][C:4]=2[C:3]=1[C:11]#[N:12].CC#N.[B-](F)(F)(F)[F:17].[B-](F)(F)(F)F.C1[N+]2(CCl)CC[N+](F)(CC2)C1. Given the product [Br:1][C:2]1[CH:10]=[CH:9][C:8]2[NH:7][N:6]=[C:5]([F:17])[C:4]=2[C:3]=1[C:11]#[N:12], predict the reactants needed to synthesize it. (2) Given the product [NH2:1][C:2]1[C:10]2[C:9]([CH3:11])=[C:8]([CH2:12][N:13]3[CH2:18][CH2:17][O:16][CH2:15][CH2:14]3)[N:7]=[N:6][C:5]=2[S:4][C:3]=1[C:19]([O-:21])=[O:20].[Li+:24], predict the reactants needed to synthesize it. The reactants are: [NH2:1][C:2]1[C:10]2[C:9]([CH3:11])=[C:8]([CH2:12][N:13]3[CH2:18][CH2:17][O:16][CH2:15][CH2:14]3)[N:7]=[N:6][C:5]=2[S:4][C:3]=1[C:19]([O:21]C)=[O:20].[OH-].[Li+:24]. (3) Given the product [F:18][C:4]1[CH:3]=[C:2]([C:22]2[CH:21]=[C:20]([F:19])[CH:25]=[CH:24][C:23]=2[O:29][CH3:30])[CH:7]=[CH:6][C:5]=1[S:8]([C:11]1[CH:16]=[CH:15][CH:14]=[CH:13][C:12]=1[Cl:17])(=[O:10])=[O:9], predict the reactants needed to synthesize it. The reactants are: Br[C:2]1[CH:7]=[CH:6][C:5]([S:8]([C:11]2[CH:16]=[CH:15][CH:14]=[CH:13][C:12]=2[Cl:17])(=[O:10])=[O:9])=[C:4]([F:18])[CH:3]=1.[F:19][C:20]1[CH:21]=[CH:22][C:23]([O:29][CH3:30])=[C:24](B(O)O)[CH:25]=1. (4) Given the product [Cl:42][C:38]1[CH:37]=[C:36]([C@H:34]([OH:35])[CH2:33][NH:32][C:2]2[CH:7]=[CH:6][NH:5][C:4](=[O:8])[C:3]=2[C:10]2[NH:11][C:12]([C:16]([N:18]3[CH2:23][CH2:22][O:21][CH2:20][CH2:19]3)=[O:17])=[C:13]([CH3:15])[N:14]=2)[CH:41]=[CH:40][CH:39]=1, predict the reactants needed to synthesize it. The reactants are: I[C:2]1[CH:7]=[CH:6][N:5]=[C:4]([O:8]C)[C:3]=1[C:10]1[NH:11][C:12]([C:16]([N:18]2[CH2:23][CH2:22][O:21][CH2:20][CH2:19]2)=[O:17])=[C:13]([CH3:15])[N:14]=1.Cl.C(N(CC)CC)C.[NH2:32][CH2:33][C@H:34]([C:36]1[CH:41]=[CH:40][CH:39]=[C:38]([Cl:42])[CH:37]=1)[OH:35]. (5) Given the product [CH:1]1([C:4]2[O:8][N:7]=[C:6]([C:9]3[CH:14]=[CH:13][CH:12]=[CH:11][C:10]=3[O:15][C:16]([F:18])([F:19])[F:17])[C:5]=2[CH2:20][O:21][CH:22]2[CH2:23][CH:24]3[N:29]([C:30]4[S:31][C:32]5[CH:38]=[C:37]([C:39]([NH:60][CH2:61][CH2:62][S:63]([OH:66])(=[O:65])=[O:64])=[O:40])[CH:36]=[CH:35][C:33]=5[N:34]=4)[CH:27]([CH2:26][CH2:25]3)[CH2:28]2)[CH2:3][CH2:2]1, predict the reactants needed to synthesize it. The reactants are: [CH:1]1([C:4]2[O:8][N:7]=[C:6]([C:9]3[CH:14]=[CH:13][CH:12]=[CH:11][C:10]=3[O:15][C:16]([F:19])([F:18])[F:17])[C:5]=2[CH2:20][O:21][CH:22]2[CH2:28][CH:27]3[N:29]([C:30]4[S:31][C:32]5[CH:38]=[C:37]([C:39](O)=[O:40])[CH:36]=[CH:35][C:33]=5[N:34]=4)[CH:24]([CH2:25][CH2:26]3)[CH2:23]2)[CH2:3][CH2:2]1.CN1CCOCC1.ClC1N=C(OC)N=C(OC)N=1.[NH2:60][CH2:61][CH2:62][S:63]([OH:66])(=[O:65])=[O:64]. (6) Given the product [Cl:38][C:20]1[C:21]([NH:23][C:24]2[CH:29]=[CH:28][C:27]([N:30]3[CH2:31][CH2:32][O:33][CH2:34][CH2:35]3)=[CH:26][C:25]=2[O:36][CH3:37])=[N:22][C:17]([NH:15][C:12]2[CH:13]=[CH:14][C:7]3[CH2:6][CH2:5][N:4]([CH2:1][C:2]#[CH:3])[CH2:10][CH2:9][C:8]=3[CH:11]=2)=[N:18][CH:19]=1, predict the reactants needed to synthesize it. The reactants are: [CH2:1]([N:4]1[CH2:10][CH2:9][C:8]2[CH:11]=[C:12]([NH2:15])[CH:13]=[CH:14][C:7]=2[CH2:6][CH2:5]1)[C:2]#[CH:3].Cl[C:17]1[N:22]=[C:21]([NH:23][C:24]2[CH:29]=[CH:28][C:27]([N:30]3[CH2:35][CH2:34][O:33][CH2:32][CH2:31]3)=[CH:26][C:25]=2[O:36][CH3:37])[C:20]([Cl:38])=[CH:19][N:18]=1. (7) Given the product [CH3:1][O:2][C:3]1[C:8]2[N:9]=[N:10][N:11]([CH2:14][C:15]([NH:29][C@H:27]([C:24]3[CH:23]=[CH:22][C:21]([O:20][C:19]([F:18])([F:30])[F:31])=[CH:26][CH:25]=3)[CH3:28])=[O:17])[C:12](=[O:13])[C:7]=2[CH:6]=[CH:5][CH:4]=1, predict the reactants needed to synthesize it. The reactants are: [CH3:1][O:2][C:3]1[C:8]2[N:9]=[N:10][N:11]([CH2:14][C:15]([OH:17])=O)[C:12](=[O:13])[C:7]=2[CH:6]=[CH:5][CH:4]=1.[F:18][C:19]([F:31])([F:30])[O:20][C:21]1[CH:26]=[CH:25][C:24]([C@@H:27]([NH2:29])[CH3:28])=[CH:23][CH:22]=1. (8) Given the product [Cl:2][C:3]1[C:8]2[O:9][CH2:10][O:11][C:7]=2[CH:6]=[C:5]([CH:12]([C:17](=[O:18])[C:16]([F:23])([F:22])[F:15])[C:13]#[N:14])[CH:4]=1, predict the reactants needed to synthesize it. The reactants are: [Na].[Cl:2][C:3]1[C:8]2[O:9][CH2:10][O:11][C:7]=2[CH:6]=[C:5]([CH2:12][C:13]#[N:14])[CH:4]=1.[F:15][C:16]([F:23])([F:22])[C:17](OCC)=[O:18]. (9) The reactants are: [AlH4-].[Li+].[CH3:3][CH:4]([N:13]1[CH:17]=[C:16]([C:18]2[C:19]3[CH:26]=[CH:25][N:24]([CH2:27][O:28][CH2:29][CH2:30][Si:31]([CH3:34])([CH3:33])[CH3:32])[C:20]=3[N:21]=[CH:22][N:23]=2)[CH:15]=[N:14]1)[C:5](=O)[N:6]1[CH2:11][CH2:10][NH:9][CH2:8][CH2:7]1. Given the product [CH3:3][CH:4]([N:13]1[CH:17]=[C:16]([C:18]2[C:19]3[CH:26]=[CH:25][N:24]([CH2:27][O:28][CH2:29][CH2:30][Si:31]([CH3:32])([CH3:34])[CH3:33])[C:20]=3[N:21]=[CH:22][N:23]=2)[CH:15]=[N:14]1)[CH2:5][N:6]1[CH2:11][CH2:10][NH:9][CH2:8][CH2:7]1, predict the reactants needed to synthesize it.